Dataset: M1 muscarinic receptor antagonist screen with 61,756 compounds. Task: Binary Classification. Given a drug SMILES string, predict its activity (active/inactive) in a high-throughput screening assay against a specified biological target. (1) The compound is O=C1Nc2c(C31n1c([nH]c4c1cccc4)=c1c(=N3)cccc1)cc(OC)cc2. The result is 0 (inactive). (2) The drug is Brc1cc(S(=O)(=O)NC2CCN(CC2)C(OCC)=O)c2N(CCc2c1)C(=O)CC. The result is 0 (inactive). (3) The molecule is S(=O)(=O)(N(CC(=O)N1CCN(CC1)c1c(F)cccc1)C)c1c(OC)ccc(OC)c1. The result is 0 (inactive). (4) The compound is S(c1n(c(nn1)CCCc1cc(c(OC)cc1)C)C)CC(=O)Nc1scc(n1)C. The result is 0 (inactive). (5) The compound is S(c1n(c(nn1)Cc1n(ccc1)C)c1ccc(F)cc1)CC(=O)Nc1ccc(OCC)cc1. The result is 0 (inactive). (6) The molecule is Clc1cc(NC(=O)C2Oc3c(OC2)cccc3)c(N2CCN(CC2)C)cc1. The result is 0 (inactive). (7) The compound is O=C(N)C1CCN(C(CC(C)C)c2n(nnn2)C(CC)(C)C)CC1. The result is 0 (inactive). (8) The compound is Brc1cc(C(OC2CCCN(C2)C)=O)c(Cl)cc1. The result is 1 (active). (9) The drug is O=c1n([nH]c2nc(cc(c12)C)C)c1ccccc1. The result is 0 (inactive). (10) The drug is Fc1c(N2CC3C(C3N)C2)nc2n(cc(c(=O)c2c1)C(O)=O)c1c(F)cc(F)cc1. The result is 0 (inactive).